From a dataset of Forward reaction prediction with 1.9M reactions from USPTO patents (1976-2016). Predict the product of the given reaction. (1) Given the reactants [F:1][C:2]1[C:3]([CH3:35])=[N:4][C:5]([NH:8][C:9]2[S:10][C:11]3[CH2:17][CH2:16][N:15]([CH2:18][CH2:19][O:20][CH3:21])[C:14]4=[N:22][N:23](CC5C=CC(OC)=CC=5)[CH:24]=[C:13]4[C:12]=3[N:34]=2)=[N:6][CH:7]=1, predict the reaction product. The product is: [F:1][C:2]1[C:3]([CH3:35])=[N:4][C:5]([NH:8][C:9]2[S:10][C:11]3[CH2:17][CH2:16][N:15]([CH2:18][CH2:19][O:20][CH3:21])[C:14]4=[N:22][NH:23][CH:24]=[C:13]4[C:12]=3[N:34]=2)=[N:6][CH:7]=1. (2) The product is: [CH3:48][O:49][C:50](=[O:57])[CH2:51][CH2:52][C:53](=[O:54])[CH2:55][NH:56][C:5]([C:4]1[CH:3]=[C:2]([CH:10]=[CH:9][CH:8]=1)[C:1]([O:12][CH3:13])=[O:11])=[O:7]. Given the reactants [C:1]([O:12][CH3:13])(=[O:11])[C:2]1[CH:10]=[CH:9][CH:8]=[C:4]([C:5]([OH:7])=O)[CH:3]=1.C(N(C(C)C)CC)(C)C.CN(C(ON1N=NC2C=CC=NC1=2)=[N+](C)C)C.F[P-](F)(F)(F)(F)F.Cl.[CH3:48][O:49][C:50](=[O:57])[CH2:51][CH2:52][C:53]([CH2:55][NH2:56])=[O:54], predict the reaction product. (3) Given the reactants [Cl:1][C:2]1[N:7]=[C:6](Cl)[C:5]([F:9])=[CH:4][N:3]=1.[NH2:10][C:11]1[CH:16]=[C:15]([CH3:17])[CH:14]=[CH:13][N:12]=1, predict the reaction product. The product is: [Cl:1][C:2]1[N:7]=[C:6]([NH:10][C:11]2[CH:16]=[C:15]([CH3:17])[CH:14]=[CH:13][N:12]=2)[C:5]([F:9])=[CH:4][N:3]=1. (4) The product is: [CH3:1][O:2][N:3]=[CH:4][C:5]1[CH:10]=[CH:9][C:8]([N+:11]([O-:13])=[O:12])=[C:7]([O:14][Si:23]([CH:27]([CH3:29])[CH3:28])([CH:24]([CH3:26])[CH3:25])[CH:20]([CH3:22])[CH3:21])[CH:6]=1. Given the reactants [CH3:1][O:2][N:3]=[CH:4][C:5]1[CH:10]=[CH:9][C:8]([N+:11]([O-:13])=[O:12])=[C:7]([OH:14])[CH:6]=1.N1C=CN=C1.[CH:20]([Si:23](Cl)([CH:27]([CH3:29])[CH3:28])[CH:24]([CH3:26])[CH3:25])([CH3:22])[CH3:21], predict the reaction product. (5) Given the reactants [CH3:1][C:2]1[CH:7]=[CH:6][C:5]([C:8]2[O:9][C:10]([CH3:13])=[N:11][N:12]=2)=[CH:4][C:3]=1[C:14]1[CH:19]=[CH:18][C:17]([C:20]([OH:22])=O)=[CH:16][CH:15]=1.[CH3:23][C:24]1[CH:31]=[CH:30][C:27]([CH2:28][NH2:29])=[CH:26][CH:25]=1, predict the reaction product. The product is: [CH3:1][C:2]1[CH:7]=[CH:6][C:5]([C:8]2[O:9][C:10]([CH3:13])=[N:11][N:12]=2)=[CH:4][C:3]=1[C:14]1[CH:15]=[CH:16][C:17]([C:20]([NH:29][CH2:28][C:27]2[CH:30]=[CH:31][C:24]([CH3:23])=[CH:25][CH:26]=2)=[O:22])=[CH:18][CH:19]=1. (6) Given the reactants C(N(CC)CC)C.[CH3:8][N:9]([CH3:14])[S:10](Cl)(=[O:12])=[O:11].[CH3:15][C:16]1[N:20]([C:21]2[CH:26]=[CH:25][C:24]([C:27]([F:30])([F:29])[F:28])=[CH:23][N:22]=2)[N:19]=[CH:18][C:17]=1[C:31]([NH:33][C:34]1[CH:35]=[N:36][C:37]([CH:41]2[CH2:46][CH2:45][NH:44][CH2:43][CH2:42]2)=[C:38]([CH3:40])[CH:39]=1)=[O:32].ClCCl, predict the reaction product. The product is: [CH3:8][N:9]([CH3:14])[S:10]([N:44]1[CH2:43][CH2:42][CH:41]([C:37]2[N:36]=[CH:35][C:34]([NH:33][C:31]([C:17]3[CH:18]=[N:19][N:20]([C:21]4[CH:26]=[CH:25][C:24]([C:27]([F:30])([F:29])[F:28])=[CH:23][N:22]=4)[C:16]=3[CH3:15])=[O:32])=[CH:39][C:38]=2[CH3:40])[CH2:46][CH2:45]1)(=[O:12])=[O:11]. (7) Given the reactants [Br:1][C:2]1[CH:3]=[C:4]([N+:15]([O-])=O)[C:5]([C:8]([CH3:14])([CH3:13])[C:9](OC)=[O:10])=[N:6][CH:7]=1.C(O)(=O)C, predict the reaction product. The product is: [Br:1][C:2]1[CH:3]=[C:4]2[NH:15][C:9](=[O:10])[C:8]([CH3:14])([CH3:13])[C:5]2=[N:6][CH:7]=1.